This data is from NCI-60 drug combinations with 297,098 pairs across 59 cell lines. The task is: Regression. Given two drug SMILES strings and cell line genomic features, predict the synergy score measuring deviation from expected non-interaction effect. (1) Drug 1: CCC(=C(C1=CC=CC=C1)C2=CC=C(C=C2)OCCN(C)C)C3=CC=CC=C3.C(C(=O)O)C(CC(=O)O)(C(=O)O)O. Drug 2: CC=C1C(=O)NC(C(=O)OC2CC(=O)NC(C(=O)NC(CSSCCC=C2)C(=O)N1)C(C)C)C(C)C. Cell line: U251. Synergy scores: CSS=19.0, Synergy_ZIP=0.187, Synergy_Bliss=-1.74, Synergy_Loewe=-53.8, Synergy_HSA=-1.78. (2) Drug 1: C1CCC(C1)C(CC#N)N2C=C(C=N2)C3=C4C=CNC4=NC=N3. Drug 2: C1=CC=C(C(=C1)C(C2=CC=C(C=C2)Cl)C(Cl)Cl)Cl. Cell line: SR. Synergy scores: CSS=28.8, Synergy_ZIP=6.35, Synergy_Bliss=8.80, Synergy_Loewe=-10.5, Synergy_HSA=6.25. (3) Synergy scores: CSS=12.0, Synergy_ZIP=0.643, Synergy_Bliss=4.44, Synergy_Loewe=3.97, Synergy_HSA=4.47. Drug 1: C1CCC(CC1)NC(=O)N(CCCl)N=O. Drug 2: C1CN1P(=S)(N2CC2)N3CC3. Cell line: NCI-H226. (4) Synergy scores: CSS=5.13, Synergy_ZIP=0.890, Synergy_Bliss=6.27, Synergy_Loewe=-2.18, Synergy_HSA=1.85. Cell line: HT29. Drug 2: CN1C(=O)N2C=NC(=C2N=N1)C(=O)N. Drug 1: CN(C)N=NC1=C(NC=N1)C(=O)N. (5) Drug 1: CC1C(C(CC(O1)OC2CC(CC3=C2C(=C4C(=C3O)C(=O)C5=C(C4=O)C(=CC=C5)OC)O)(C(=O)C)O)N)O.Cl. Drug 2: C1=CC(=CC=C1CCCC(=O)O)N(CCCl)CCCl. Cell line: MOLT-4. Synergy scores: CSS=81.9, Synergy_ZIP=0.240, Synergy_Bliss=-2.75, Synergy_Loewe=-3.31, Synergy_HSA=-0.182. (6) Drug 1: CN(C)C1=NC(=NC(=N1)N(C)C)N(C)C. Drug 2: B(C(CC(C)C)NC(=O)C(CC1=CC=CC=C1)NC(=O)C2=NC=CN=C2)(O)O. Cell line: UACC62. Synergy scores: CSS=-2.37, Synergy_ZIP=0.514, Synergy_Bliss=-1.05, Synergy_Loewe=-3.17, Synergy_HSA=-2.36. (7) Drug 1: C(=O)(N)NO. Drug 2: CC1=C(C=C(C=C1)C(=O)NC2=CC(=CC(=C2)C(F)(F)F)N3C=C(N=C3)C)NC4=NC=CC(=N4)C5=CN=CC=C5. Cell line: NCI-H522. Synergy scores: CSS=3.34, Synergy_ZIP=-1.76, Synergy_Bliss=-1.09, Synergy_Loewe=-0.867, Synergy_HSA=-0.594. (8) Drug 1: CN(CC1=CN=C2C(=N1)C(=NC(=N2)N)N)C3=CC=C(C=C3)C(=O)NC(CCC(=O)O)C(=O)O. Drug 2: C1=NC2=C(N=C(N=C2N1C3C(C(C(O3)CO)O)F)Cl)N. Cell line: A498. Synergy scores: CSS=20.5, Synergy_ZIP=-5.75, Synergy_Bliss=-4.84, Synergy_Loewe=-24.5, Synergy_HSA=-4.31. (9) Drug 1: COC1=CC(=CC(=C1O)OC)C2C3C(COC3=O)C(C4=CC5=C(C=C24)OCO5)OC6C(C(C7C(O6)COC(O7)C8=CC=CS8)O)O. Drug 2: C1CC(C1)(C(=O)O)C(=O)O.[NH2-].[NH2-].[Pt+2]. Cell line: MCF7. Synergy scores: CSS=36.6, Synergy_ZIP=-12.8, Synergy_Bliss=-4.83, Synergy_Loewe=-1.21, Synergy_HSA=0.566.